This data is from Forward reaction prediction with 1.9M reactions from USPTO patents (1976-2016). The task is: Predict the product of the given reaction. (1) The product is: [NH:1]1[C:5]2[CH:6]=[CH:7][CH:8]=[CH:9][C:4]=2[N:3]=[C:2]1[C:10]1[CH:11]=[C:12]([N:17]2[C:18](=[O:19])[C:20]3[CH:25]=[CH:24][C:23]([C:26]4[CH:31]=[CH:30][C:29]([C:32]([F:35])([F:33])[F:34])=[CH:28][CH:27]=4)=[CH:22][C:21]=3[O:36][CH2:37]2)[CH:13]=[CH:14][C:15]=1[Cl:16]. Given the reactants [NH:1]1[C:5]2[CH:6]=[CH:7][CH:8]=[CH:9][C:4]=2[N:3]=[C:2]1[C:10]1[CH:11]=[C:12]([NH:17][C:18]([C:20]2[CH:25]=[CH:24][C:23]([C:26]3[CH:31]=[CH:30][C:29]([C:32]([F:35])([F:34])[F:33])=[CH:28][CH:27]=3)=[CH:22][C:21]=2[OH:36])=[O:19])[CH:13]=[CH:14][C:15]=1[Cl:16].[CH2:37]1OCOCO1.FC(F)(F)C(O)=O, predict the reaction product. (2) The product is: [NH2:1][C:2]1[CH:7]=[CH:6][C:5]([C:25]2[CH:33]=[CH:32][CH:31]=[C:30]3[C:26]=2[CH:27]=[CH:28][NH:29]3)=[CH:4][C:3]=1[C:9]([C:11]1[CH:12]=[N:13][CH:14]=[CH:15][CH:16]=1)=[O:10]. Given the reactants [NH2:1][C:2]1[CH:7]=[CH:6][C:5](Br)=[CH:4][C:3]=1[C:9]([C:11]1[CH:12]=[N:13][CH:14]=[CH:15][CH:16]=1)=[O:10].CC1(C)C(C)(C)OB([C:25]2[CH:33]=[CH:32][CH:31]=[C:30]3[C:26]=2[CH:27]=[CH:28][N:29]3[Si](C(C)C)(C(C)C)C(C)C)O1.[O-]P([O-])([O-])=O.[K+].[K+].[K+].C(OCC)(=O)C, predict the reaction product. (3) Given the reactants NCC1C=NC=CC=1.Cl.Cl.[CH3:11][C:12]1[S:13][CH:14]=[C:15]([CH2:17][NH2:18])[N:16]=1.[F:19][C:20]1[CH:41]=[CH:40][C:23]([CH2:24][N:25]2[C:29](=[O:30])[N:28]([C:31]3[S:35][C:34]([C:36](O)=[O:37])=[C:33]([CH3:39])[CH:32]=3)[CH:27]=[N:26]2)=[CH:22][CH:21]=1, predict the reaction product. The product is: [F:19][C:20]1[CH:41]=[CH:40][C:23]([CH2:24][N:25]2[C:29](=[O:30])[N:28]([C:31]3[S:35][C:34]([C:36]([NH:18][CH2:17][C:15]4[N:16]=[C:12]([CH3:11])[S:13][CH:14]=4)=[O:37])=[C:33]([CH3:39])[CH:32]=3)[CH:27]=[N:26]2)=[CH:22][CH:21]=1. (4) Given the reactants [C:1]([O:6][CH3:7])(=[O:5])/[CH:2]=[CH:3]/[CH3:4].C1(C)C=CC=CC=1P(C1C=CC=CC=1C)C1C=CC=CC=1C.C(N(CC)CC)C.Br[C:38]1[CH:39]=[C:40]2[C:44](=[CH:45][CH:46]=1)[NH:43][N:42]=[C:41]2[C:47]1[CH:52]=[C:51]([CH:53]([CH3:55])[CH3:54])[CH:50]=[C:49]([CH:56]([CH3:58])[CH3:57])[C:48]=1[O:59][CH2:60][CH3:61], predict the reaction product. The product is: [CH3:7][O:6][C:1](=[O:5])[CH:2]=[C:3]([C:38]1[CH:39]=[C:40]2[C:44](=[CH:45][CH:46]=1)[NH:43][N:42]=[C:41]2[C:47]1[CH:52]=[C:51]([CH:53]([CH3:55])[CH3:54])[CH:50]=[C:49]([CH:56]([CH3:58])[CH3:57])[C:48]=1[O:59][CH2:60][CH3:61])[CH3:4].